From a dataset of Catalyst prediction with 721,799 reactions and 888 catalyst types from USPTO. Predict which catalyst facilitates the given reaction. (1) The catalyst class is: 93. Product: [C:17]([O:16][C:14]([N:10]1[CH2:11][CH2:12][C:13]2[C:3]([CH2:2][C:24]3[CH:23]=[N:22][CH:27]=[CH:26][CH:25]=3)=[C:4]([Cl:21])[CH:5]=[CH:6][C:7]=2[CH2:8][CH2:9]1)=[O:15])([CH3:20])([CH3:19])[CH3:18]. Reactant: Br[CH2:2][C:3]1[C:13]2[CH2:12][CH2:11][N:10]([C:14]([O:16][C:17]([CH3:20])([CH3:19])[CH3:18])=[O:15])[CH2:9][CH2:8][C:7]=2[CH:6]=[CH:5][C:4]=1[Cl:21].[N:22]1[CH:27]=[CH:26][CH:25]=[C:24](B(O)O)[CH:23]=1.C(=O)([O-])[O-].[Na+].[Na+].C(O)C. (2) Reactant: [O:1]1[CH:5]=[CH:4][CH:3]=[C:2]1[C:6]1[O:7][C:8]([CH3:41])=[C:9]([CH2:11][O:12][C:13]2[CH:38]=[CH:37][C:16]([CH2:17][O:18][C:19]3[CH:23]=[C:22](/[CH:24]=[CH:25]/[C:26]([O:28]CC)=[O:27])[N:21]([C:31]4[CH:36]=[CH:35][CH:34]=[CH:33][CH:32]=4)[N:20]=3)=[CH:15][C:14]=2[O:39][CH3:40])[N:10]=1.O1CCCC1.[OH-].[Na+].Cl. Product: [O:1]1[CH:5]=[CH:4][CH:3]=[C:2]1[C:6]1[O:7][C:8]([CH3:41])=[C:9]([CH2:11][O:12][C:13]2[CH:38]=[CH:37][C:16]([CH2:17][O:18][C:19]3[CH:23]=[C:22](/[CH:24]=[CH:25]/[C:26]([OH:28])=[O:27])[N:21]([C:31]4[CH:36]=[CH:35][CH:34]=[CH:33][CH:32]=4)[N:20]=3)=[CH:15][C:14]=2[O:39][CH3:40])[N:10]=1. The catalyst class is: 97. (3) Reactant: [CH3:1][O:2][C:3]([NH:5][C@@H:6]([CH:10]1[CH2:15][CH2:14][O:13][CH2:12][CH2:11]1)[C:7]([OH:9])=O)=[O:4].CN(C(ON1N=NC2C=CC=NC1=2)=[N+](C)C)C.F[P-](F)(F)(F)(F)F.Cl.Cl.Cl.[Cl:43][C:44]1[C:45]([NH:72][C:73](=[O:93])[C:74]2[CH:79]=[CH:78][C:77]([N:80]3[CH2:85][CH2:84][N:83]([C:86](=[O:91])[C:87]([CH3:90])([CH3:89])[CH3:88])[CH2:82][C@H:81]3[CH3:92])=[N:76][CH:75]=2)=[CH:46][C:47]([O:67][C:68]([F:71])([F:70])[F:69])=[C:48]([C:50]2[CH:55]=[CH:54][C:53]([C:56]3[N:57]=[C:58]([C@@H:61]4[CH2:65][C@H:64]([CH3:66])[CH2:63][NH:62]4)[NH:59][CH:60]=3)=[CH:52][CH:51]=2)[CH:49]=1.CCN(C(C)C)C(C)C. Product: [CH3:1][O:2][C:3](=[O:4])[NH:5][C@@H:6]([CH:10]1[CH2:15][CH2:14][O:13][CH2:12][CH2:11]1)[C:7]([N:62]1[CH2:63][C@@H:64]([CH3:66])[CH2:65][C@H:61]1[C:58]1[NH:59][CH:60]=[C:56]([C:53]2[CH:54]=[CH:55][C:50]([C:48]3[CH:49]=[C:44]([Cl:43])[C:45]([NH:72][C:73]([C:74]4[CH:75]=[N:76][C:77]([N:80]5[CH2:85][CH2:84][N:83]([C:86](=[O:91])[C:87]([CH3:90])([CH3:89])[CH3:88])[CH2:82][C@H:81]5[CH3:92])=[CH:78][CH:79]=4)=[O:93])=[CH:46][C:47]=3[O:67][C:68]([F:70])([F:71])[F:69])=[CH:51][CH:52]=2)[N:57]=1)=[O:9]. The catalyst class is: 44. (4) Reactant: C([O:3][C:4]([CH:6]1[CH:15]2[CH2:16][CH:17]=[CH:18][CH:14]2[C:13]2[C:12]([Cl:19])=[CH:11][C:10]([Cl:20])=[CH:9][C:8]=2[NH:7]1)=[O:5])C.[OH-].[Na+]. Product: [Cl:20][C:10]1[CH:11]=[C:12]([Cl:19])[C:13]2[CH:14]3[CH:18]=[CH:17][CH2:16][CH:15]3[CH:6]([C:4]([OH:5])=[O:3])[NH:7][C:8]=2[CH:9]=1. The catalyst class is: 8. (5) Reactant: [F:1][C:2]1[CH:7]=[CH:6][C:5]([O:8][CH2:9][CH2:10][CH2:11][CH2:12][CH2:13][CH2:14][CH2:15][CH2:16]I)=[CH:4][CH:3]=1.[C:18]1(=[O:28])[NH:22][C:21](=[O:23])[C:20]2=[CH:24][CH:25]=[CH:26][CH:27]=[C:19]12.[K].C(OCCCCCCCCN1C(=O)C2=CC=CC=C2C1=O)CCCCC. Product: [F:1][C:2]1[CH:7]=[CH:6][C:5]([O:8][CH2:9][CH2:10][CH2:11][CH2:12][CH2:13][CH2:14][CH2:15][CH2:16][N:22]2[C:21](=[O:23])[C:20]3=[CH:24][CH:25]=[CH:26][CH:27]=[C:19]3[C:18]2=[O:28])=[CH:4][CH:3]=1. The catalyst class is: 3. (6) Reactant: C(OC([NH:8][C@H:9]([CH3:22])[CH2:10][C:11]([C:20]#[N:21])([CH:17]1[CH2:19][CH2:18]1)[C:12](OCC)=[O:13])=O)(C)(C)C.C(OC(=O)C)C.Cl. Product: [CH:17]1([C@:11]2([C:20]#[N:21])[CH2:10][C@@H:9]([CH3:22])[NH:8][C:12]2=[O:13])[CH2:19][CH2:18]1. The catalyst class is: 13. (7) Reactant: [Cl:1][C:2]1[CH:8]=[CH:7][C:6]([N+:9]([O-:11])=[O:10])=[CH:5][C:3]=1[NH2:4].[CH3:12][C:13]1[CH:21]=[CH:20][C:16]([C:17](Cl)=[O:18])=[CH:15][CH:14]=1.C(OCC)(=O)C. Product: [Cl:1][C:2]1[CH:8]=[CH:7][C:6]([N+:9]([O-:11])=[O:10])=[CH:5][C:3]=1[NH:4][C:17](=[O:18])[C:16]1[CH:20]=[CH:21][C:13]([CH3:12])=[CH:14][CH:15]=1. The catalyst class is: 17.